This data is from Forward reaction prediction with 1.9M reactions from USPTO patents (1976-2016). The task is: Predict the product of the given reaction. (1) Given the reactants Br[C:2]1[CH:3]=[CH:4][C:5]2[O:14][CH2:13][CH2:12][C:11]3[S:10][C:9]([C:15]4[N:16]([CH:20]([CH3:22])[CH3:21])[N:17]=[CH:18][N:19]=4)=[N:8][C:7]=3[C:6]=2[CH:23]=1.[CH3:24][C:25]1[CH:30]=[CH:29][N:28]=[CH:27][C:26]=1B(O)O, predict the reaction product. The product is: [CH:20]([N:16]1[C:15]([C:9]2[S:10][C:11]3[CH2:12][CH2:13][O:14][C:5]4[CH:4]=[CH:3][C:2]([C:26]5[CH:27]=[N:28][CH:29]=[CH:30][C:25]=5[CH3:24])=[CH:23][C:6]=4[C:7]=3[N:8]=2)=[N:19][CH:18]=[N:17]1)([CH3:22])[CH3:21]. (2) Given the reactants [Br:1][C:2]1[CH:3]=[C:4]([N:9]([CH2:19][CH:20](OCC)OCC)[S:10]([C:13]2[CH:18]=[CH:17][CH:16]=[CH:15][CH:14]=2)(=[O:12])=[O:11])[CH:5]=[CH:6][C:7]=1[CH3:8].C(=O)([O-])O.[Na+], predict the reaction product. The product is: [C:13]1([S:10]([N:9]2[C:4]3[C:5](=[CH:6][C:7]([CH3:8])=[C:2]([Br:1])[CH:3]=3)[CH:20]=[CH:19]2)(=[O:11])=[O:12])[CH:18]=[CH:17][CH:16]=[CH:15][CH:14]=1. (3) Given the reactants [Mn:1].[CH2:2]([OH:88])[C@H:3]1[O:8][C@@H:7]2[O:9][C@H:10]3[C@H:15]([OH:16])[C@@H:14]([OH:17])[C@@H:13]([O:18][C@H:19]4[C@H:24]([OH:25])[C@@H:23]([OH:26])[C@@H:22]([O:27][C@H:28]5[C@H:33]([OH:34])[C@@H:32]([OH:35])[CH:31]([O:36][CH:37]6[C@H:42]([OH:43])[C@@H:41]([OH:44])[CH:40]([CH:45]7[C@H:50]([OH:51])[C@@H:49]([OH:52])[CH:48]([O:53][C@H:54]8[C@H:59]([OH:60])[C@@H:58]([OH:61])[C@@H:57]([O:62][C@H:63]9[C@H:69]([OH:70])[C@@H:68]([OH:71])[C@@H:66]([O:67][C@H:4]1[C@H:5]([OH:87])[C@H:6]2[OH:86])[O:65][C@@H:64]9[CH2:72][OH:73])[O:56][C@@H:55]8[CH2:74][OH:75])[O:47][C@@H:46]7[CH2:76][OH:77])[O:39][C@@H:38]6[CH2:78][OH:79])[O:30][C@@H:29]5[CH2:80][OH:81])[O:21][C@@H:20]4[CH2:82][OH:83])[O:12][C@@H:11]3[CH2:84][OH:85], predict the reaction product. The product is: [CH2:2]([OH:88])[C@H:3]1[O:8][C@@H:7]2[O:9][C@H:10]3[C@H:15]([OH:16])[C@@H:14]([OH:17])[C@@H:13]([O:18][C@H:19]4[C@H:24]([OH:25])[C@@H:23]([OH:26])[C@@H:22]([O:27][C@H:28]5[C@H:33]([OH:34])[C@@H:32]([OH:35])[CH:31]([O:36][CH:37]6[C@H:42]([OH:43])[C@@H:41]([OH:44])[CH:40]([CH:45]7[C@H:50]([OH:51])[C@@H:49]([OH:52])[CH:48]([O:53][C@H:54]8[C@H:59]([OH:60])[C@@H:58]([OH:61])[C@@H:57]([O:62][C@H:63]9[C@H:69]([OH:70])[C@@H:68]([OH:71])[C@@H:66]([O:67][C@H:4]1[C@H:5]([OH:87])[C@H:6]2[OH:86])[O:65][C@@H:64]9[CH2:72][OH:73])[O:56][C@@H:55]8[CH2:74][OH:75])[O:47][C@@H:46]7[CH2:76][OH:77])[O:39][C@@H:38]6[CH2:78][OH:79])[O:30][C@@H:29]5[CH2:80][OH:81])[O:21][C@@H:20]4[CH2:82][OH:83])[O:12][C@@H:11]3[CH2:84][OH:85].[Mn:1]. (4) Given the reactants [Cl:1][C:2]1[CH:3]=[C:4]2[C:10]([C:11]3[N:16]=[C:15]([NH:17][CH:18]4[CH2:21][N:20](S(CC5CCCC5)(=O)=O)[CH2:19]4)[C:14]([F:31])=[CH:13][N:12]=3)=[CH:9][NH:8][C:5]2=[N:6][CH:7]=1.[CH3:32][O:33][CH2:34][C:35](Cl)=[O:36], predict the reaction product. The product is: [Cl:1][C:2]1[CH:3]=[C:4]2[C:10]([C:11]3[N:16]=[C:15]([NH:17][CH:18]4[CH2:19][N:20]([C:35](=[O:36])[CH2:34][O:33][CH3:32])[CH2:21]4)[C:14]([F:31])=[CH:13][N:12]=3)=[CH:9][NH:8][C:5]2=[N:6][CH:7]=1. (5) Given the reactants [C:1]([C:11]1[CH:16]=[C:15]([O:17][CH3:18])[CH:14]=[CH:13][C:12]=1[C:19](=[O:27])[CH2:20][C:21]1[CH:26]=[CH:25][CH:24]=[CH:23][CH:22]=1)#[C:2][CH2:3][CH2:4][CH2:5][CH2:6][CH2:7][CH2:8][CH2:9][CH3:10].C[Si]([N-][Si](C)(C)C)(C)C.[K+], predict the reaction product. The product is: [CH3:18][O:17][C:15]1[CH:16]=[C:11]2[C:12](=[CH:13][CH:14]=1)[C:19]([OH:27])=[C:20]([C:21]1[CH:22]=[CH:23][CH:24]=[CH:25][CH:26]=1)[C:2]([CH2:3][CH2:4][CH2:5][CH2:6][CH2:7][CH2:8][CH2:9][CH3:10])=[CH:1]2. (6) Given the reactants Cl.[C:2]1([CH3:10])[CH:7]=[CH:6][C:5]([NH:8]N)=[CH:4][CH:3]=1.[C:11]1([CH2:17][CH2:18]Br)[CH:16]=[CH:15][CH:14]=[CH:13][CH:12]=1.C(N(CC)CC)C.O=[C:28]1[CH2:33][CH2:32][N:31]([C:34]([O:36][CH2:37][C:38]([Cl:41])([Cl:40])[Cl:39])=[O:35])[CH2:30][CH2:29]1, predict the reaction product. The product is: [CH3:10][C:2]1[CH:7]=[CH:6][C:5]2[N:8]([CH2:18][CH2:17][C:11]3[CH:16]=[CH:15][CH:14]=[CH:13][CH:12]=3)[C:28]3[CH2:33][CH2:32][N:31]([C:34]([O:36][CH2:37][C:38]([Cl:41])([Cl:39])[Cl:40])=[O:35])[CH2:30][C:29]=3[C:4]=2[CH:3]=1.